Dataset: Forward reaction prediction with 1.9M reactions from USPTO patents (1976-2016). Task: Predict the product of the given reaction. (1) Given the reactants [OH:1][C:2]1([CH2:20][C:21]2[S:22][CH:23]=[CH:24][CH:25]=2)[CH2:19][CH:5]2[CH2:6][N:7](C(OCC3C=CC=CC=3)=O)[CH2:8][CH:4]2[CH2:3]1.C([BH-](CC)CC)C.[Li+], predict the reaction product. The product is: [S:22]1[CH:23]=[CH:24][CH:25]=[C:21]1[CH2:20][C:2]1([OH:1])[CH2:19][CH:5]2[CH2:6][NH:7][CH2:8][CH:4]2[CH2:3]1. (2) The product is: [Cl:14][C:11]1[CH:12]=[CH:13][C:8]([C:7]2[CH:6]=[C:5]([CH3:15])[N:4]3[C:16](=[O:28])[N:17]([CH2:19][C:20]4[CH:27]=[CH:26][C:23]([C:24]#[N:25])=[CH:22][N:21]=4)[N:18]=[C:3]3[C:2]=2[C:37]2[CH:42]=[CH:41][N:40]=[CH:39][CH:38]=2)=[CH:9][CH:10]=1. Given the reactants Br[C:2]1[C:3]2[N:4]([C:16](=[O:28])[N:17]([CH2:19][C:20]3[CH:27]=[CH:26][C:23]([C:24]#[N:25])=[CH:22][N:21]=3)[N:18]=2)[C:5]([CH3:15])=[CH:6][C:7]=1[C:8]1[CH:13]=[CH:12][C:11]([Cl:14])=[CH:10][CH:9]=1.CC1(C)C(C)(C)OB([C:37]2[CH:42]=[CH:41][N:40]=[CH:39][CH:38]=2)O1.ClCCl.[O-]P([O-])([O-])=O.[K+].[K+].[K+], predict the reaction product. (3) Given the reactants N[CH2:2][CH2:3][C:4]1([CH2:10][CH2:11][N:12]2[CH2:17][CH2:16][CH:15]([N:18]([C:26]3[CH:31]=[CH:30][C:29]([CH3:32])=[CH:28][N:27]=3)[C:19]([C:21]3[O:22][CH:23]=[CH:24][CH:25]=3)=[O:20])[CH2:14][CH2:13]2)[CH2:9][CH2:8][CH2:7][CH2:6][CH2:5]1.[C:33]([O:37][C:38]([NH:40][C:41](=[N:44][C:45]([O:47][C:48]([CH3:51])([CH3:50])[CH3:49])=[O:46])SC)=[O:39])([CH3:36])([CH3:35])[CH3:34].C([N:55](CC)C(C)C)(C)C.ClCCl, predict the reaction product. The product is: [C:33]([O:37][C:38]([N:40]([CH2:2][CH2:3][C:4]1([CH2:10][CH2:11][N:12]2[CH2:13][CH2:14][CH:15]([N:18]([C:26]3[CH:31]=[CH:30][C:29]([CH3:32])=[CH:28][N:27]=3)[C:19]([C:21]3[O:22][CH:23]=[CH:24][CH:25]=3)=[O:20])[CH2:16][CH2:17]2)[CH2:9][CH2:8][CH2:7][CH2:6][CH2:5]1)[C:41]([NH2:55])=[N:44][C:45]([O:47][C:48]([CH3:51])([CH3:50])[CH3:49])=[O:46])=[O:39])([CH3:36])([CH3:35])[CH3:34].